From a dataset of Catalyst prediction with 721,799 reactions and 888 catalyst types from USPTO. Predict which catalyst facilitates the given reaction. Reactant: [CH3:1][NH:2]/[N:3]=[CH:4]/[C:5]1[C:10](F)=[CH:9][C:8]([F:12])=[CH:7][C:6]=1[F:13]. Product: [F:13][C:6]1[CH:7]=[C:8]([F:12])[CH:9]=[C:10]2[C:5]=1[CH:4]=[N:3][N:2]2[CH3:1]. The catalyst class is: 2.